The task is: Predict which catalyst facilitates the given reaction.. This data is from Catalyst prediction with 721,799 reactions and 888 catalyst types from USPTO. Reactant: [CH2:1]([O:3][C:4]([C:6]1[C:10]([O:11][CH2:12][C:13]([F:16])([F:15])[F:14])=[C:9]([C:17]([O:19][CH2:20][CH3:21])=[O:18])[NH:8][N:7]=1)=[O:5])[CH3:2].[H-].[Na+].Br[CH2:25][C:26]([NH:28][C:29]1[CH:34]=[CH:33][C:32]([Cl:35])=[CH:31][N:30]=1)=[O:27]. Product: [CH2:1]([O:3][C:4]([C:6]1[C:10]([O:11][CH2:12][C:13]([F:15])([F:16])[F:14])=[C:9]([C:17]([O:19][CH2:20][CH3:21])=[O:18])[N:8]([CH2:25][C:26](=[O:27])[NH:28][C:29]2[CH:34]=[CH:33][C:32]([Cl:35])=[CH:31][N:30]=2)[N:7]=1)=[O:5])[CH3:2]. The catalyst class is: 3.